Binary Classification. Given a drug SMILES string, predict its activity (active/inactive) in a high-throughput screening assay against a specified biological target. From a dataset of Cav3 T-type calcium channel HTS with 100,875 compounds. The molecule is o1c(N(C)C)c(nc1c1ccccc1)C#N. The result is 0 (inactive).